From a dataset of Peptide-MHC class I binding affinity with 185,985 pairs from IEDB/IMGT. Regression. Given a peptide amino acid sequence and an MHC pseudo amino acid sequence, predict their binding affinity value. This is MHC class I binding data. The peptide sequence is NSSAVVDNK. The MHC is HLA-A03:01 with pseudo-sequence HLA-A03:01. The binding affinity (normalized) is 0.167.